This data is from Peptide-MHC class I binding affinity with 185,985 pairs from IEDB/IMGT. The task is: Regression. Given a peptide amino acid sequence and an MHC pseudo amino acid sequence, predict their binding affinity value. This is MHC class I binding data. (1) The peptide sequence is DTPLIPLTIF. The MHC is HLA-B40:01 with pseudo-sequence HLA-B40:01. The binding affinity (normalized) is 0. (2) The peptide sequence is KVADVDLAVPV. The MHC is HLA-A68:02 with pseudo-sequence HLA-A68:02. The binding affinity (normalized) is 0.704.